This data is from Full USPTO retrosynthesis dataset with 1.9M reactions from patents (1976-2016). The task is: Predict the reactants needed to synthesize the given product. The reactants are: [CH3:1][C:2]1([CH:9]2[CH2:13][CH2:12][CH2:11][CH:10]2[CH3:14])[NH:6][C:5](=[O:7])[NH:4][C:3]1=[O:8].[CH3:15][O:16][C:17]1[CH:24]=[CH:23][C:20]([CH2:21]Cl)=[CH:19][CH:18]=1. Given the product [CH3:15][O:16][C:17]1[CH:24]=[CH:23][C:20]([CH2:21][N:4]2[C:3](=[O:8])[C:2]([CH3:1])([CH:9]3[CH2:13][CH2:12][CH2:11][CH:10]3[CH3:14])[NH:6][C:5]2=[O:7])=[CH:19][CH:18]=1, predict the reactants needed to synthesize it.